Dataset: Full USPTO retrosynthesis dataset with 1.9M reactions from patents (1976-2016). Task: Predict the reactants needed to synthesize the given product. (1) Given the product [OH:8][C:9]1[CH:10]=[CH:11][C:12]([CH2:13][O:14]/[N:15]=[C:19](/[C:31]2[CH:32]=[CH:33][CH:34]=[CH:35][CH:36]=2)\[CH2:20][CH2:21][CH2:22][CH2:23][CH2:24][CH2:25][C:26]([O:28][CH2:29][CH3:30])=[O:27])=[CH:16][CH:17]=1, predict the reactants needed to synthesize it. The reactants are: [Si]([O:8][C:9]1[CH:17]=[CH:16][C:12]([CH2:13][O:14][NH2:15])=[CH:11][CH:10]=1)(C(C)(C)C)(C)C.O=[C:19]([C:31]1[CH:36]=[CH:35][CH:34]=[CH:33][CH:32]=1)[CH2:20][CH2:21][CH2:22][CH2:23][CH2:24][CH2:25][C:26]([O:28][CH2:29][CH3:30])=[O:27].C(O)(=O)C.C([O-])(=O)C.[Na+]. (2) Given the product [CH3:1][O:2][C:3]([C@H:5]1[C@@H:10]([NH:11][CH2:12][C:13]2[CH:18]=[CH:17][CH:16]=[CH:15][CH:14]=2)[CH2:9][CH2:8][N:7]([C:19]([O:21][C:22]([CH3:25])([CH3:24])[CH3:23])=[O:20])[CH2:6]1)=[O:4], predict the reactants needed to synthesize it. The reactants are: [CH3:1][O:2][C:3]([C:5]1[CH2:6][N:7]([C:19]([O:21][C:22]([CH3:25])([CH3:24])[CH3:23])=[O:20])[CH2:8][CH2:9][C:10]=1[NH:11][CH2:12][C:13]1[CH:18]=[CH:17][CH:16]=[CH:15][CH:14]=1)=[O:4].C(O[BH-](OC(=O)C)OC(=O)C)(=O)C.[Na+].